From a dataset of Forward reaction prediction with 1.9M reactions from USPTO patents (1976-2016). Predict the product of the given reaction. (1) Given the reactants [N+:1]([C:4]1[C:12]2[S:11][C:10]([C:13]([O:15]CC)=O)=[N+:9]([O-:18])[C:8]=2[CH:7]=[C:6]([C:19]([F:22])([F:21])[F:20])[CH:5]=1)([O-:3])=[O:2].[Cl:23][C:24]1[CH:29]=[CH:28][C:27]([CH2:30][CH2:31][NH2:32])=[CH:26][CH:25]=1, predict the reaction product. The product is: [Cl:23][C:24]1[CH:29]=[CH:28][C:27]([CH2:30][CH2:31][NH:32][C:13]([C:10]2[S:11][C:12]3[C:4]([N+:1]([O-:3])=[O:2])=[CH:5][C:6]([C:19]([F:21])([F:22])[F:20])=[CH:7][C:8]=3[N+:9]=2[O-:18])=[O:15])=[CH:26][CH:25]=1. (2) The product is: [Cl:1][CH2:2]/[CH:7]=[CH:6]/[CH2:5][N:25]1[C:21](=[O:31])[C:22]2=[CH:30][CH:29]=[CH:28][CH:27]=[C:23]2[C:24]1=[O:26]. Given the reactants [Cl:1][C:2]1C=C[C:5](C)=[C:6](N2CCN(C/C=C/CN)CC2)[CH:7]=1.[K].[C:21]1(=[O:31])[NH:25][C:24](=[O:26])[C:23]2=[CH:27][CH:28]=[CH:29][CH:30]=[C:22]12, predict the reaction product. (3) Given the reactants [CH:1]1([C:4]2[O:8][N:7]=[C:6]([S:9][CH3:10])[C:5]=2[C:11]([C:13]2[C:14]([CH3:23])=[N:15][C:16]([C:19]([F:22])([F:21])[F:20])=[CH:17][CH:18]=2)=[O:12])[CH2:3][CH2:2]1.I([O-])(=O)(=O)=[O:25].[Na+], predict the reaction product. The product is: [CH:1]1([C:4]2[O:8][N:7]=[C:6]([S:9]([CH3:10])=[O:25])[C:5]=2[C:11]([C:13]2[C:14]([CH3:23])=[N:15][C:16]([C:19]([F:22])([F:20])[F:21])=[CH:17][CH:18]=2)=[O:12])[CH2:3][CH2:2]1.